Dataset: Reaction yield outcomes from USPTO patents with 853,638 reactions. Task: Predict the reaction yield, written as a fraction of the theoretical maximum amount of product (1.0 means a 100% yield; for example, 0.34 means a 34% yield). (1) The yield is 0.700. The catalyst is CN(C=O)C. The product is [NH2:9][C:10]1[C:15]([Cl:16])=[CH:14][C:13]([Br:1])=[C:12]([C:17]([F:20])([F:18])[F:19])[CH:11]=1. The reactants are [Br:1]N1C(=O)CCC1=O.[NH2:9][C:10]1[CH:11]=[C:12]([C:17]([F:20])([F:19])[F:18])[CH:13]=[CH:14][C:15]=1[Cl:16]. (2) The reactants are [NH2:1][C:2]1[N:7]=[CH:6][N:5]=[C:4]2[N:8]([CH:24]3[CH2:29][CH2:28][CH2:27][N:26]([C:30](=[O:34])[CH2:31][C:32]#[N:33])[CH2:25]3)[N:9]=[C:10]([C:11]3[CH:16]=[CH:15][C:14]([O:17][C:18]4[CH:23]=[CH:22][CH:21]=[CH:20][CH:19]=4)=[CH:13][CH:12]=3)[C:3]=12.CO.N1CCCCC1.[CH:43](=O)[C:44]([CH3:47])([CH3:46])[CH3:45]. The catalyst is ClCCl. The product is [NH2:1][C:2]1[N:7]=[CH:6][N:5]=[C:4]2[N:8]([C@@H:24]3[CH2:29][CH2:28][CH2:27][N:26]([C:30]([C:31](=[CH:43][C:44]([CH3:47])([CH3:46])[CH3:45])[C:32]#[N:33])=[O:34])[CH2:25]3)[N:9]=[C:10]([C:11]3[CH:12]=[CH:13][C:14]([O:17][C:18]4[CH:19]=[CH:20][CH:21]=[CH:22][CH:23]=4)=[CH:15][CH:16]=3)[C:3]=12. The yield is 0.260.